Dataset: Forward reaction prediction with 1.9M reactions from USPTO patents (1976-2016). Task: Predict the product of the given reaction. (1) Given the reactants [F:1][C:2]1[CH:7]=[CH:6][C:5]([C:8]2[C:13]([C:14]3[CH:15]=[N:16][C:17]([CH2:20][NH:21][CH:22]=O)=[CH:18][CH:19]=3)=[CH:12][CH:11]=[CH:10][N:9]=2)=[CH:4][C:3]=1[CH3:24].O=P(Cl)(Cl)Cl, predict the reaction product. The product is: [F:1][C:2]1[CH:7]=[CH:6][C:5]([C:8]2[C:13]([C:14]3[CH:19]=[CH:18][C:17]4[N:16]([CH:22]=[N:21][CH:20]=4)[CH:15]=3)=[CH:12][CH:11]=[CH:10][N:9]=2)=[CH:4][C:3]=1[CH3:24]. (2) Given the reactants [CH:1]1([C:4]2[N:8](C(OCCCC)=O)[C:7]3[CH:16]=[C:17]([C:29]4[C:30]([CH3:35])=[N:31][O:32][C:33]=4[CH3:34])[CH:18]=[C:19]([C:20]([C:22]4[N:23]=[N:24][C:25]([CH3:28])=[CH:26][CH:27]=4)=[O:21])[C:6]=3[N:5]=2)[CH2:3][CH2:2]1.C(O)(C(F)(F)F)=O, predict the reaction product. The product is: [CH:1]1([C:4]2[NH:8][C:7]3[CH:16]=[C:17]([C:29]4[C:30]([CH3:35])=[N:31][O:32][C:33]=4[CH3:34])[CH:18]=[C:19]([C:20]([C:22]4[N:23]=[N:24][C:25]([CH3:28])=[CH:26][CH:27]=4)=[O:21])[C:6]=3[N:5]=2)[CH2:3][CH2:2]1. (3) Given the reactants [N:1]1([C:8]2[CH:13]=[CH:12][C:11](Br)=[CH:10][C:9]=2/[CH:15]=[C:16](\[CH2:22][CH3:23])/[C:17]([O:19][CH2:20][CH3:21])=[O:18])[CH2:7][CH2:6][CH2:5][CH2:4][CH2:3][CH2:2]1.[CH2:24]([O:28][CH2:29][CH2:30][O:31][C:32]1[CH:37]=[CH:36][C:35](OB(O)O)=[CH:34][CH:33]=1)[CH2:25][CH2:26][CH3:27].C(=O)([O-])[O-].[K+].[K+], predict the reaction product. The product is: [N:1]1([C:8]2[CH:13]=[CH:12][C:11]([C:35]3[CH:36]=[CH:37][C:32]([O:31][CH2:30][CH2:29][O:28][CH2:24][CH2:25][CH2:26][CH3:27])=[CH:33][CH:34]=3)=[CH:10][C:9]=2/[CH:15]=[C:16](\[CH2:22][CH3:23])/[C:17]([O:19][CH2:20][CH3:21])=[O:18])[CH2:7][CH2:6][CH2:5][CH2:4][CH2:3][CH2:2]1. (4) Given the reactants [Cl:1][C:2]1[CH:7]=[CH:6][C:5]([S:8]([CH2:11][C:12]2[CH:17]=[C:16]([F:18])[CH:15]=[CH:14][C:13]=2[F:19])(=[O:10])=[O:9])=[CH:4][CH:3]=1.[S:20]1[CH:24]=[CH:23][CH:22]=[C:21]1[CH2:25]O.C(C=P(CCCC)(CCCC)CCCC)#N, predict the reaction product. The product is: [Cl:1][C:2]1[CH:7]=[CH:6][C:5]([S:8]([CH:11]([C:12]2[CH:17]=[C:16]([F:18])[CH:15]=[CH:14][C:13]=2[F:19])[CH2:25][C:21]2[S:20][CH:24]=[CH:23][CH:22]=2)(=[O:10])=[O:9])=[CH:4][CH:3]=1. (5) Given the reactants Br[C:2]1[CH:3]=[C:4]2[C:8](=[CH:9][CH:10]=1)[C:7](=[O:11])[CH2:6][CH2:5]2.[CH3:12][O:13][C:14]1[CH:19]=[CH:18][C:17](B(O)O)=[CH:16][CH:15]=1.C([O-])([O-])=O.[K+].[K+].CCOC(C)=O, predict the reaction product. The product is: [CH3:12][O:13][C:14]1[CH:19]=[CH:18][C:17]([C:2]2[CH:3]=[C:4]3[C:8](=[CH:9][CH:10]=2)[C:7](=[O:11])[CH2:6][CH2:5]3)=[CH:16][CH:15]=1. (6) The product is: [NH2:18][C:12]1[CH:11]=[C:10]2[C:15]([CH2:16][CH2:17][N:8]([C:1]([O:3][C:4]([CH3:7])([CH3:6])[CH3:5])=[O:2])[CH2:9]2)=[CH:14][CH:13]=1. Given the reactants [C:1]([N:8]1[CH2:17][CH2:16][C:15]2[C:10](=[CH:11][C:12]([N+:18]([O-])=O)=[CH:13][CH:14]=2)[CH2:9]1)([O:3][C:4]([CH3:7])([CH3:6])[CH3:5])=[O:2], predict the reaction product. (7) Given the reactants N1C2C(=CC=C3C=CC=CC3=2)C[CH2:2]1.[C:14]1([N:20]2[C:28]3[C:23](=[C:24]([OH:33])[CH:25]=[C:26]4[CH:32]=[CH:31][CH:30]=[CH:29][C:27]4=3)C(C)(C)C2)[CH:19]=[CH:18][CH:17]=[CH:16][CH:15]=1.[O-]S(C(F)(F)F)(=O)=O.NC1C=CC=CC=1, predict the reaction product. The product is: [NH:20]([C:28]1[C:27]2[C:26](=[CH:32][CH:31]=[CH:30][CH:29]=2)[CH:25]=[C:24]([O:33][CH3:2])[CH:23]=1)[C:14]1[CH:19]=[CH:18][CH:17]=[CH:16][CH:15]=1. (8) Given the reactants [F:1][C:2]1[CH:7]=[CH:6][C:5]([C:8]2[O:9][C:10]([C:19]3[CH:23]=[CH:22][S:21][CH:20]=3)=[C:11]([C:13]([CH3:18])([CH3:17])[C:14]([O-:16])=[O:15])[N:12]=2)=[CH:4][CH:3]=1.B(Br)(Br)Br.O.C(OCC)(=O)C, predict the reaction product. The product is: [F:1][C:2]1[CH:7]=[CH:6][C:5]([C:8]2[O:9][C:10]([C:19]3[CH:23]=[CH:22][S:21][CH:20]=3)=[C:11]([C:13]([CH3:18])([CH3:17])[C:14]([OH:16])=[O:15])[N:12]=2)=[CH:4][CH:3]=1. (9) Given the reactants [NH2:1][C@@H:2]1[CH2:6][CH2:5][N:4]([C@@H:7]([C:10]2[CH:15]=[CH:14][CH:13]=[CH:12][CH:11]=2)[CH2:8][OH:9])[CH:3]1[CH3:16].[CH3:17][C:18]([O:21][C:22](O[C:22]([O:21][C:18]([CH3:20])([CH3:19])[CH3:17])=[O:23])=[O:23])([CH3:20])[CH3:19].C(N(CC)CC)C, predict the reaction product. The product is: [OH:9][CH2:8][C@@H:7]([N:4]1[CH2:5][CH2:6][C@@H:2]([NH:1][C:22](=[O:23])[O:21][C:18]([CH3:20])([CH3:19])[CH3:17])[CH:3]1[CH3:16])[C:10]1[CH:15]=[CH:14][CH:13]=[CH:12][CH:11]=1. (10) Given the reactants [CH:1]([O:4][C:5]1[CH:6]=[CH:7][C:8]([O:11][C:12]2[CH:17]=[CH:16][CH:15]=[C:14]([CH:18]=[C:19]3[CH2:24][CH2:23][NH:22][CH2:21][CH2:20]3)[CH:13]=2)=[N:9][CH:10]=1)([CH3:3])[CH3:2].[N:25]1[CH:30]=[CH:29][CH:28]=[C:27]([NH:31][C:32](=O)[O:33]C2C=CC=CC=2)[CH:26]=1.C(N(CC)CC)C, predict the reaction product. The product is: [CH:1]([O:4][C:5]1[CH:6]=[CH:7][C:8]([O:11][C:12]2[CH:13]=[C:14]([CH:15]=[CH:16][CH:17]=2)[CH:18]=[C:19]2[CH2:20][CH2:21][N:22]([C:32]([NH:31][C:27]3[CH:26]=[N:25][CH:30]=[CH:29][CH:28]=3)=[O:33])[CH2:23][CH2:24]2)=[N:9][CH:10]=1)([CH3:3])[CH3:2].